From a dataset of Forward reaction prediction with 1.9M reactions from USPTO patents (1976-2016). Predict the product of the given reaction. (1) Given the reactants [NH2:1][C:2]1[C:22]([CH3:23])=[CH:21][C:5]([O:6][C:7]2[CH:12]=[CH:11][N:10]=[C:9]([N:13]([CH3:20])[C:14]3[CH:19]=[CH:18][CH:17]=[CH:16][CH:15]=3)[N:8]=2)=[C:4]([CH3:24])[CH:3]=1.COC(OC)OC.[C:32]1([CH3:42])C=CC(S(O)(=O)=O)=CC=1.[CH3:43][NH:44][CH2:45]C, predict the reaction product. The product is: [CH3:23][C:22]1[CH:21]=[C:5]([O:6][C:7]2[CH:12]=[CH:11][N:10]=[C:9]([N:13]([CH3:20])[C:14]3[CH:19]=[CH:18][CH:17]=[CH:16][CH:15]=3)[N:8]=2)[C:4]([CH3:24])=[CH:3][C:2]=1[N:1]=[CH:43][N:44]([CH2:32][CH3:42])[CH3:45]. (2) Given the reactants [F:1][C:2]1[C:10]2[C:5](=[CH:6][CH:7]=[C:8]([C:15]#[N:16])[C:9]=2[C:11]([F:14])([F:13])[F:12])[NH:4][C:3]=1[CH3:17].Cl[CH2:19][C:20]1[N:24]=[C:23]([C:25]2[CH:30]=[CH:29][CH:28]=[C:27]([C:31]([F:34])([F:33])[F:32])[CH:26]=2)[O:22][N:21]=1, predict the reaction product. The product is: [F:1][C:2]1[C:10]2[C:5](=[CH:6][CH:7]=[C:8]([C:15]#[N:16])[C:9]=2[C:11]([F:13])([F:12])[F:14])[N:4]([CH2:19][C:20]2[N:24]=[C:23]([C:25]3[CH:30]=[CH:29][CH:28]=[C:27]([C:31]([F:34])([F:32])[F:33])[CH:26]=3)[O:22][N:21]=2)[C:3]=1[CH3:17]. (3) Given the reactants C[Si](Cl)(C)C.Br[CH2:7][C:8]([O:10][CH2:11][CH3:12])=[O:9].[O:13]1[CH2:17][CH2:16][O:15][CH:14]1[C:18]1[CH:19]=[C:20]([CH:39]=[CH:40][CH:41]=1)[O:21][C:22]1[CH:29]=[CH:28][C:25]([CH:26]=O)=[C:24]([B:30]2[O:34]C(C)(C)C(C)(C)[O:31]2)[CH:23]=1.[NH4+].[Cl-], predict the reaction product. The product is: [CH2:11]([O:10][C:8](=[O:9])[CH2:7][CH:26]1[O:31][B:30]([OH:34])[C:24]2[CH:23]=[C:22]([O:21][C:20]3[CH:39]=[CH:40][CH:41]=[C:18]([CH:14]4[O:13][CH2:17][CH2:16][O:15]4)[CH:19]=3)[CH:29]=[CH:28][C:25]1=2)[CH3:12]. (4) Given the reactants [Cl:1][C:2]1[CH:11]=[CH:10][C:9]2[C:8]([C:12]([NH:14][CH2:15][CH:16]3[CH2:21][CH2:20][CH2:19][CH2:18][CH2:17]3)=[O:13])=[C:7]([Cl:22])[CH:6]=[CH:5][C:4]=2[N:3]=1.[NH:23]1[CH2:28][CH2:27][NH:26][CH2:25][CH2:24]1, predict the reaction product. The product is: [ClH:1].[ClH:1].[Cl:22][C:7]1[CH:6]=[CH:5][C:4]2[N:3]=[C:2]([N:23]3[CH2:28][CH2:27][NH:26][CH2:25][CH2:24]3)[CH:11]=[CH:10][C:9]=2[C:8]=1[C:12]([NH:14][CH2:15][CH:16]1[CH2:21][CH2:20][CH2:19][CH2:18][CH2:17]1)=[O:13].